Dataset: Catalyst prediction with 721,799 reactions and 888 catalyst types from USPTO. Task: Predict which catalyst facilitates the given reaction. Reactant: [C:1]([O:5][C:6](=[O:19])[NH:7][C@@H:8]([CH:13]1[CH2:18]CCC[CH2:14]1)[C:9](=[O:12])[NH:10][CH3:11])([CH3:4])([CH3:3])[CH3:2].C([SiH]([CH2:25][CH3:26])CC)C.[C:27](O)(C(F)(F)F)=O.[CH3:34][N:35]([C:37]([O:41]N1N=NC2C=CC=NC1=2)=[N+](C)C)C.F[P-](F)(F)(F)(F)F.C(O[C:63]([C@@H:65]1C[C@@H](O)[CH2:67][C@H:66]1C(=O)N[C@:65]1(C(OCC)=O)[CH2:63][C@H:66]1[CH:67]=C)=O)(C)(C)C. Product: [C:1]([O:5][C:6](=[O:19])[NH:7][C@H:8]([C:9](=[O:12])[NH:10][C@@H:11]([CH:26]1[CH2:25][CH2:67][CH2:66][CH2:65][CH2:63]1)[C:37](=[O:41])[NH:35][CH3:34])[C:13]([CH3:14])([CH3:18])[CH3:27])([CH3:2])([CH3:3])[CH3:4]. The catalyst class is: 2.